From a dataset of Full USPTO retrosynthesis dataset with 1.9M reactions from patents (1976-2016). Predict the reactants needed to synthesize the given product. Given the product [Cl:38][C:23]1[S:22][C:21]([C:18]2[CH:19]=[CH:20][C:15]([C:12]3[CH:11]=[CH:10][C:9]([C:6]4([C:4]([OH:5])=[O:3])[CH2:8][CH2:7]4)=[CH:14][CH:13]=3)=[N:16][CH:17]=2)=[C:25]([NH:26][C:27]([O:29][C@@H:30]([C:32]2[CH:33]=[CH:34][CH:35]=[CH:36][CH:37]=2)[CH3:31])=[O:28])[CH:24]=1, predict the reactants needed to synthesize it. The reactants are: C([O:3][C:4]([C:6]1([C:9]2[CH:14]=[CH:13][C:12]([C:15]3[CH:20]=[CH:19][C:18]([C:21]4[S:22][C:23]([Cl:38])=[CH:24][C:25]=4[NH:26][C:27]([O:29][C@@H:30]([C:32]4[CH:37]=[CH:36][CH:35]=[CH:34][CH:33]=4)[CH3:31])=[O:28])=[CH:17][N:16]=3)=[CH:11][CH:10]=2)[CH2:8][CH2:7]1)=[O:5])C.[OH-].[Na+].Cl.C(OCC)(=O)C.